From a dataset of Full USPTO retrosynthesis dataset with 1.9M reactions from patents (1976-2016). Predict the reactants needed to synthesize the given product. (1) The reactants are: [Br:1][C:2]1[C:10]2[C:9]([C:11]#[N:12])=[CH:8][CH:7]=[CH:6][C:5]=2[NH:4][CH:3]=1.[H-].[Na+].CI.[CH2:17](OC(=O)C)C. Given the product [Br:1][C:2]1[C:10]2[C:9]([C:11]#[N:12])=[CH:8][CH:7]=[CH:6][C:5]=2[N:4]([CH3:17])[CH:3]=1, predict the reactants needed to synthesize it. (2) Given the product [CH2:1]([O:19][CH2:20][CH:21]([CH2:23][O:24][C:25]([C:38]1[CH:43]=[CH:42][CH:41]=[CH:40][CH:39]=1)([C:32]1[CH:37]=[CH:36][CH:35]=[CH:34][CH:33]=1)[C:26]1[CH:31]=[CH:30][CH:29]=[CH:28][CH:27]=1)[O:22][CH3:47])[CH2:2][CH2:3][CH2:4][CH2:5][CH2:6][CH2:7][CH2:8]/[CH:9]=[CH:10]\[CH2:11][CH2:12][CH2:13][CH2:14][CH2:15][CH2:16][CH2:17][CH3:18], predict the reactants needed to synthesize it. The reactants are: [CH2:1]([O:19][CH2:20][CH:21]([CH2:23][OH:24])[OH:22])[CH2:2][CH2:3][CH2:4][CH2:5][CH2:6][CH2:7][CH2:8]/[CH:9]=[CH:10]\[CH2:11][CH2:12][CH2:13][CH2:14][CH2:15][CH2:16][CH2:17][CH3:18].[C:25](Cl)([C:38]1[CH:43]=[CH:42][CH:41]=[CH:40][CH:39]=1)([C:32]1[CH:37]=[CH:36][CH:35]=[CH:34][CH:33]=1)[C:26]1[CH:31]=[CH:30][CH:29]=[CH:28][CH:27]=1.[H-].[Na+].[CH3:47]I.